From a dataset of Forward reaction prediction with 1.9M reactions from USPTO patents (1976-2016). Predict the product of the given reaction. (1) Given the reactants [F:1][C:2]([CH3:29])([CH3:28])[CH2:3][N:4]1[CH2:9][CH2:8][CH:7]([CH2:10][NH:11][C:12]2[CH:17]=[CH:16][C:15]([C:18]3[CH:23]=[CH:22][C:21]([C:24]([O:26]C)=[O:25])=[CH:20][CH:19]=3)=[CH:14][CH:13]=2)[CH2:6][CH2:5]1.O[Li].O, predict the reaction product. The product is: [F:1][C:2]([CH3:29])([CH3:28])[CH2:3][N:4]1[CH2:9][CH2:8][CH:7]([CH2:10][NH:11][C:12]2[CH:17]=[CH:16][C:15]([C:18]3[CH:19]=[CH:20][C:21]([C:24]([OH:26])=[O:25])=[CH:22][CH:23]=3)=[CH:14][CH:13]=2)[CH2:6][CH2:5]1. (2) The product is: [N+:1]([C:4]1[CH:5]=[CH:6][C:7]([CH:10]([CH2:17][CH:18]2[CH2:23][CH2:22][O:21][CH2:20][CH2:19]2)[C:11]([O:13][CH2:14][CH3:15])=[O:12])=[CH:8][CH:9]=1)([O-:3])=[O:2]. Given the reactants [N+:1]([C:4]1[CH:9]=[CH:8][C:7]([CH2:10][C:11]([O:13][CH2:14][CH3:15])=[O:12])=[CH:6][CH:5]=1)([O-:3])=[O:2].I[CH2:17][CH:18]1[CH2:23][CH2:22][O:21][CH2:20][CH2:19]1, predict the reaction product. (3) Given the reactants [C-]1C2C(=CC=CC=2)C=CC=1.[Li+].[CH2:12]([N:19]1[C@@H:24]2[C@H:25](S(C3C=CC=CC=3)(=O)=O)[CH2:26][C@@:20]1([C:37]1[CH:42]=[CH:41][CH:40]=[CH:39][CH:38]=1)[C@H:21]([OH:36])[CH2:22][CH2:23]2)[C:13]1[CH:18]=[CH:17][CH:16]=[CH:15][CH:14]=1, predict the reaction product. The product is: [CH2:12]([N:19]1[C@@H:24]2[CH2:25][CH2:26][C@@:20]1([C:37]1[CH:42]=[CH:41][CH:40]=[CH:39][CH:38]=1)[C@H:21]([OH:36])[CH2:22][CH2:23]2)[C:13]1[CH:14]=[CH:15][CH:16]=[CH:17][CH:18]=1.